This data is from Catalyst prediction with 721,799 reactions and 888 catalyst types from USPTO. The task is: Predict which catalyst facilitates the given reaction. (1) Reactant: [CH3:1][N:2]1[C:10]2[C:5](=[CH:6][CH:7]=[CH:8][C:9]=2[CH2:11][C:12]([NH2:14])=[O:13])[CH:4]=[CH:3]1.[C:15]([C:17]1[CH:18]=[C:19]2[C:23](=[CH:24][CH:25]=1)[NH:22][CH:21]=[C:20]2[C:26](=O)[C:27](OC)=[O:28])#[N:16].CC(C)([O-])C.[K+].C1COCC1. Product: [C:15]([C:17]1[CH:18]=[C:19]2[C:23](=[CH:24][CH:25]=1)[NH:22][CH:21]=[C:20]2[C:26]1[C:27](=[O:28])[NH:14][C:12](=[O:13])[C:11]=1[C:9]1[CH:8]=[CH:7][CH:6]=[C:5]2[C:10]=1[N:2]([CH3:1])[CH:3]=[CH:4]2)#[N:16]. The catalyst class is: 3. (2) Reactant: [NH2:1][C:2]1[N:7]=[C:6]([CH2:8][O:9][C:10]2[C:19]3[C:14](=[CH:15][CH:16]=[CH:17][CH:18]=3)[C:13]([NH:20][C:21]([NH:23][C:24]3[N:28]([C:29]4[CH:34]=[CH:33][C:32]([CH3:35])=[CH:31][CH:30]=4)[N:27]=[C:26]([C:36]([CH3:39])([CH3:38])[CH3:37])[CH:25]=3)=[O:22])=[CH:12][CH:11]=2)[CH:5]=[CH:4][N:3]=1.[CH3:40][O:41][CH2:42][C:43](Cl)=[O:44].CCN(C(C)C)C(C)C. Product: [C:36]([C:26]1[CH:25]=[C:24]([NH:23][C:21](=[O:22])[NH:20][C:13]2[C:14]3[C:19](=[CH:18][CH:17]=[CH:16][CH:15]=3)[C:10]([O:9][CH2:8][C:6]3[CH:5]=[CH:4][N:3]=[C:2]([NH:1][C:43](=[O:44])[CH2:42][O:41][CH3:40])[N:7]=3)=[CH:11][CH:12]=2)[N:28]([C:29]2[CH:30]=[CH:31][C:32]([CH3:35])=[CH:33][CH:34]=2)[N:27]=1)([CH3:39])([CH3:38])[CH3:37]. The catalyst class is: 59. (3) Reactant: CCN(C(C)C)C(C)C.OC(C(F)(F)F)=O.[O:17]=[C:18]([N:35]1[CH2:40][CH2:39][NH:38][CH2:37][CH2:36]1)[CH2:19][NH:20][C:21]([C:23]1[CH:28]=[CH:27][C:26]([C:29]2[CH:34]=[CH:33][CH:32]=[CH:31][CH:30]=2)=[CH:25][CH:24]=1)=[O:22].C1C=CC2N(O)N=NC=2C=1.CCN=C=NCCCN(C)C.Cl.[Br:63][C:64]1[CH:72]=[CH:71][CH:70]=[CH:69][C:65]=1[C:66](O)=[O:67]. Product: [Br:63][C:64]1[CH:72]=[CH:71][CH:70]=[CH:69][C:65]=1[C:66]([N:38]1[CH2:39][CH2:40][N:35]([C:18](=[O:17])[CH2:19][NH:20][C:21]([C:23]2[CH:24]=[CH:25][C:26]([C:29]3[CH:34]=[CH:33][CH:32]=[CH:31][CH:30]=3)=[CH:27][CH:28]=2)=[O:22])[CH2:36][CH2:37]1)=[O:67]. The catalyst class is: 18. (4) Reactant: [OH:1][C:2]([C:4]([F:7])([F:6])[F:5])=[O:3].C([N:15]1[CH2:24][CH2:23][C:22]2[C:17](=[N:18][C:19]([N:30]3[CH2:35][CH2:34][CH:33]([O:36][C:37]4[CH:42]=[CH:41][C:40]([F:43])=[CH:39][C:38]=4[F:44])[CH2:32][CH2:31]3)=[C:20]([NH:25][CH2:26][CH:27]([F:29])[F:28])[N:21]=2)[CH2:16]1)C1C=CC=CC=1. Product: [F:29][CH:27]([F:28])[CH2:26][NH:25][C:20]1[N:21]=[C:22]2[CH2:23][CH2:24][NH:15][CH2:16][C:17]2=[N:18][C:19]=1[N:30]1[CH2:31][CH2:32][CH:33]([O:36][C:37]2[CH:42]=[CH:41][C:40]([F:43])=[CH:39][C:38]=2[F:44])[CH2:34][CH2:35]1.[C:2]([OH:3])([C:4]([F:7])([F:6])[F:5])=[O:1]. The catalyst class is: 833. (5) Reactant: Br[CH2:2][CH:3]1[CH2:8][CH2:7][N:6]([C:9]2[C:14]([NH:15][C:16](=[O:24])[C:17]3[CH:22]=[CH:21][CH:20]=[C:19]([Cl:23])[CH:18]=3)=[CH:13][C:12]([Cl:25])=[CH:11][N:10]=2)[CH2:5][CH2:4]1.[NH:26]1[CH2:31][CH2:30][CH2:29][CH2:28][CH2:27]1.[CH:32](N(CC)C(C)C)(C)C. Product: [Cl:23][C:19]1[CH:18]=[C:17]([CH:22]=[CH:21][CH:20]=1)[C:16]([NH:15][C:14]1[C:9]([N:6]2[CH2:7][CH2:8][CH:3]([CH:2]([N:26]3[CH2:31][CH2:30][CH2:29][CH2:28][CH2:27]3)[CH3:32])[CH2:4][CH2:5]2)=[N:10][CH:11]=[C:12]([Cl:25])[CH:13]=1)=[O:24]. The catalyst class is: 10.